This data is from TCR-epitope binding with 47,182 pairs between 192 epitopes and 23,139 TCRs. The task is: Binary Classification. Given a T-cell receptor sequence (or CDR3 region) and an epitope sequence, predict whether binding occurs between them. (1) The epitope is NLWNTFTRL. The TCR CDR3 sequence is CASVQSANYGYTF. Result: 0 (the TCR does not bind to the epitope). (2) The epitope is RAKFKQLL. The TCR CDR3 sequence is CSARAGLEQYF. Result: 0 (the TCR does not bind to the epitope). (3) The TCR CDR3 sequence is CATSDSPTEDEQFF. Result: 1 (the TCR binds to the epitope). The epitope is YFPLQSYGF.